Dataset: Full USPTO retrosynthesis dataset with 1.9M reactions from patents (1976-2016). Task: Predict the reactants needed to synthesize the given product. (1) The reactants are: [CH3:1][O:2][C:3]1[CH:4]=[C:5]2[C:10](=[CH:11][C:12]=1[O:13][CH3:14])[N:9]=[CH:8][N:7]=[C:6]2[O:15][C:16]1[CH:22]=[CH:21][C:19]([NH2:20])=[CH:18][CH:17]=1.C(N(CC)CC)C.[C:30](Cl)(Cl)=[S:31].[N:34]1([C:39]([CH2:41][CH2:42][CH2:43][NH2:44])=[O:40])[CH:38]=[CH:37][N:36]=[CH:35]1. Given the product [CH3:1][O:2][C:3]1[CH:4]=[C:5]2[C:10](=[CH:11][C:12]=1[O:13][CH3:14])[N:9]=[CH:8][N:7]=[C:6]2[O:15][C:16]1[CH:22]=[CH:21][C:19]([NH:20][C:30]([NH:44][CH2:43][CH2:42][CH2:41][C:39]([N:34]2[CH:38]=[CH:37][N:36]=[CH:35]2)=[O:40])=[S:31])=[CH:18][CH:17]=1, predict the reactants needed to synthesize it. (2) Given the product [F:39][C:38]1[CH:37]=[CH:36][CH:35]=[C:34]([F:40])[C:33]=1[CH2:32][O:31][C:30]1[C:25]2[N:26]([C:22]([C:19]3[CH:18]=[C:17]([CH2:16][C:15]([CH3:44])([NH2:14])[CH3:43])[NH:21][N:20]=3)=[C:23]([CH3:42])[N:24]=2)[CH:27]=[C:28]([CH3:41])[CH:29]=1, predict the reactants needed to synthesize it. The reactants are: FC(F)(F)C(O)=O.C(OC(=O)[NH:14][C:15]([CH3:44])([CH3:43])[CH2:16][C:17]1[NH:21][N:20]=[C:19]([C:22]2[N:26]3[CH:27]=[C:28]([CH3:41])[CH:29]=[C:30]([O:31][CH2:32][C:33]4[C:38]([F:39])=[CH:37][CH:36]=[CH:35][C:34]=4[F:40])[C:25]3=[N:24][C:23]=2[CH3:42])[CH:18]=1)(C)(C)C.C(C(C1NN=C(C2N3C=C(C)C=C(OCC4C(F)=CC=CC=4F)C3=NC=2C)C=1)C(NC(=O)[O-])(C)C)(C)(C)C. (3) Given the product [C:15]1([C:7]2[C:6]([C:4]3[N:3]=[CH:2][N:1]([C:22]4[CH:27]=[CH:26][C:25]([CH3:28])=[CH:24][CH:23]=4)[CH:5]=3)=[C:10]([C:11]([F:14])([F:12])[F:13])[O:9][N:8]=2)[CH:16]=[CH:17][CH:18]=[CH:19][CH:20]=1, predict the reactants needed to synthesize it. The reactants are: [NH:1]1[CH:5]=[C:4]([C:6]2[C:7]([C:15]3[CH:20]=[CH:19][CH:18]=[CH:17][CH:16]=3)=[N:8][O:9][C:10]=2[C:11]([F:14])([F:13])[F:12])[N:3]=[CH:2]1.B(O)(O)[C:22]1[CH:23]=[CH:24][C:25]([CH3:28])=[CH:26][CH:27]=1. (4) Given the product [CH3:24][N:22]([CH3:23])[CH2:21][CH2:20][CH2:19][NH:18][S:17]([C:4]1[S:3][CH:2]=[C:6]([C:7]2[S:11][C:10]([NH:12][C:13](=[O:15])[CH3:14])=[N:9][C:8]=2[CH3:16])[CH:5]=1)(=[O:26])=[O:25], predict the reactants needed to synthesize it. The reactants are: Br[C:2]1[S:3][C:4]([S:17](=[O:26])(=[O:25])[NH:18][CH2:19][CH2:20][CH2:21][N:22]([CH3:24])[CH3:23])=[CH:5][C:6]=1[C:7]1[S:11][C:10]([NH:12][C:13](=[O:15])[CH3:14])=[N:9][C:8]=1[CH3:16].C([Li])CCC. (5) Given the product [CH3:21][O:22][C:23]1[CH:28]=[C:27]([C:2]2[CH:20]=[CH:19][CH:18]=[C:4]([C:5]([N:7]([CH2:9][C:10]3[CH:15]=[CH:14][CH:13]=[C:12]([O:16][CH3:17])[CH:11]=3)[CH3:8])=[O:6])[CH:3]=2)[CH:26]=[CH:25][CH:24]=1, predict the reactants needed to synthesize it. The reactants are: Br[C:2]1[CH:3]=[C:4]([CH:18]=[CH:19][CH:20]=1)[C:5]([N:7]([CH2:9][C:10]1[CH:15]=[CH:14][CH:13]=[C:12]([O:16][CH3:17])[CH:11]=1)[CH3:8])=[O:6].[CH3:21][O:22][C:23]1[CH:24]=[C:25](B(O)O)[CH:26]=[CH:27][CH:28]=1. (6) The reactants are: [OH:1][C:2]1[CH:7]=[CH:6][C:5]([CH2:8][CH2:9][NH:10][C:11]2[N:16]=[C:15]([C:17]3[CH:18]=[C:19]([CH:23]=[CH:24][CH:25]=3)[C:20](O)=[O:21])[CH:14]=[CH:13][N:12]=2)=[CH:4][CH:3]=1.C(OC(=O)[NH:32][CH2:33][CH2:34][CH2:35][NH2:36])(C)(C)C.C(Cl)CCl. Given the product [NH2:32][CH2:33][CH2:34][CH2:35][NH:36][C:20](=[O:21])[C:19]1[CH:23]=[CH:24][CH:25]=[C:17]([C:15]2[CH:14]=[CH:13][N:12]=[C:11]([NH:10][CH2:9][CH2:8][C:5]3[CH:4]=[CH:3][C:2]([OH:1])=[CH:7][CH:6]=3)[N:16]=2)[CH:18]=1, predict the reactants needed to synthesize it. (7) Given the product [F:1][C:2]1[CH:9]=[C:8]([N:10]2[CH2:16][CH2:15][CH2:14][C:13]3[O:17][C:18]([C:20]4[CH:25]=[CH:24][N:26]=[CH:27][N:21]=4)=[N:19][C:12]=3[CH2:11]2)[CH:7]=[CH:4][CH:3]=1, predict the reactants needed to synthesize it. The reactants are: [F:1][C:2]1[CH:3]=[C:4]([CH:7]=[C:8]([N:10]2[CH2:16][CH2:15][CH2:14][C:13]3[O:17][C:18]([C:20]4[CH:25]=[CH:24]C=C[N:21]=4)=[N:19][C:12]=3[CH2:11]2)[CH:9]=1)C#N.[N:26]1C=CC=C[C:27]=1C(O)=O.BrC1C=C(C=C(F)C=1)C#N.